Dataset: Catalyst prediction with 721,799 reactions and 888 catalyst types from USPTO. Task: Predict which catalyst facilitates the given reaction. (1) Reactant: [Cl:1][C:2]1[C:7]([C:8]([OH:10])=[O:9])=[C:6]([F:11])[C:5]([O:12]C)=[CH:4][CH:3]=1.B(Br)(Br)Br. Product: [Cl:1][C:2]1[C:7]([C:8]([OH:10])=[O:9])=[C:6]([F:11])[C:5]([OH:12])=[CH:4][CH:3]=1. The catalyst class is: 2. (2) Reactant: [H-].[H-].[H-].[H-].[Li+].[Al+3].S(=O)(=O)(O)O.[CH3:12][O:13][C:14]1[CH:19]=[CH:18][C:17]([CH:20]=[C:21]([N+:24]([O-])=O)[CH2:22][CH3:23])=[CH:16][C:15]=1CCC.[OH-].[Na+].[CH2:32]1C[O:35][CH2:34][CH2:33]1. Product: [CH3:12][O:13][C:14]1[CH:19]=[CH:18][C:17]([CH2:20][CH:21]([NH2:24])[CH2:22][CH3:23])=[CH:16][C:15]=1[O:35][CH2:34][CH2:33][CH3:32]. The catalyst class is: 32.